From a dataset of Full USPTO retrosynthesis dataset with 1.9M reactions from patents (1976-2016). Predict the reactants needed to synthesize the given product. (1) Given the product [CH2:22]([O:24][C:25]1[CH:26]=[C:27]([CH:30]=[C:31]([O:34][CH2:35][CH3:36])[C:32]=1[F:33])[CH2:28][N:1]1[CH2:6][CH2:5][CH:4]([NH:7][C:8]2[O:9][C:10]3[CH:16]=[CH:15][C:14]([O:17][CH2:18][C:19]([NH2:21])=[O:20])=[CH:13][C:11]=3[N:12]=2)[CH2:3][CH2:2]1)[CH3:23], predict the reactants needed to synthesize it. The reactants are: [NH:1]1[CH2:6][CH2:5][CH:4]([NH:7][C:8]2[O:9][C:10]3[CH:16]=[CH:15][C:14]([O:17][CH2:18][C:19]([NH2:21])=[O:20])=[CH:13][C:11]=3[N:12]=2)[CH2:3][CH2:2]1.[CH2:22]([O:24][C:25]1[CH:26]=[C:27]([CH:30]=[C:31]([O:34][CH2:35][CH3:36])[C:32]=1[F:33])[CH:28]=O)[CH3:23].C([BH3-])#N.[Na+].C(N(C(C)C)C(C)C)C. (2) Given the product [CH2:11]([C:4]1[CH:5]=[N:6][CH:7]=[C:8]([CH2:9][CH3:10])[C:3]=1[CH2:2][S:20][C:18]1[N:17]=[C:16]([OH:21])[CH:15]=[C:14]([CH3:13])[N:19]=1)[CH3:12], predict the reactants needed to synthesize it. The reactants are: Br[CH2:2][C:3]1[C:8]([CH2:9][CH3:10])=[CH:7][N:6]=[CH:5][C:4]=1[CH2:11][CH3:12].[CH3:13][C:14]1[N:19]=[C:18]([SH:20])[N:17]=[C:16]([OH:21])[CH:15]=1.C(N(CC)CC)C.CCOCC. (3) Given the product [Cl:1][C:2]1[CH:3]=[C:4]([CH:10]([CH3:14])[C:11]([OH:13])=[O:12])[CH:5]=[CH:6][C:7]=1[S:8][CH3:9], predict the reactants needed to synthesize it. The reactants are: [Cl:1][C:2]1[CH:3]=[C:4]([CH2:10][C:11]([OH:13])=[O:12])[CH:5]=[CH:6][C:7]=1[S:8][CH3:9].[CH3:14][Si]([N-][Si](C)(C)C)(C)C.[Li+].CI.C(OCC)(=O)C.CCCCCC. (4) The reactants are: [BH4-].[Na+].CC1C=[C:6]([C:21](=O)[CH:22]([N:24]2[CH2:29][CH2:28][C:27]([C:31]3[CH:36]=[CH:35][C:34]([F:37])=[CH:33][CH:32]=3)([OH:30])[CH2:26][CH2:25]2)C)C=CC=1O[Si](C(C)C)(C(C)C)C(C)C.C([OH:41])C. Given the product [F:37][C:34]1[CH:35]=[CH:36][C:31]([C:27]2([OH:30])[CH2:28][CH2:29][N:24]([CH:22]([OH:41])[CH2:21][CH3:6])[CH2:25][CH2:26]2)=[CH:32][CH:33]=1, predict the reactants needed to synthesize it. (5) The reactants are: [OH:1][C:2]1[CH:10]=[C:9]([O:11][CH3:12])[CH:8]=[CH:7][C:3]=1[C:4]([OH:6])=O.[C:13]([NH2:22])(=O)[C:14]1[C:15](=[CH:17][CH:18]=[CH:19][CH:20]=1)[OH:16].N1C=CC=CC=1.S(Cl)(Cl)=O. Given the product [OH:16][C:15]1[CH:17]=[CH:18][CH:19]=[CH:20][C:14]=1[C:13]1[O:1][C:2]2[CH:10]=[C:9]([O:11][CH3:12])[CH:8]=[CH:7][C:3]=2[C:4](=[O:6])[N:22]=1, predict the reactants needed to synthesize it. (6) Given the product [CH2:10]([CH:11]([CH2:12][CH:13]=[CH2:15])/[CH:1]=[CH:2]/[C:3]([OH:5])=[O:4])[CH3:9], predict the reactants needed to synthesize it. The reactants are: [C:1](O)(=O)[CH2:2][C:3]([OH:5])=[O:4].N1[CH2:13][CH2:12][CH2:11][CH2:10][CH2:9]1.N1C=CC=C[CH:15]=1.